This data is from Peptide-MHC class I binding affinity with 185,985 pairs from IEDB/IMGT. The task is: Regression. Given a peptide amino acid sequence and an MHC pseudo amino acid sequence, predict their binding affinity value. This is MHC class I binding data. (1) The peptide sequence is ITLFPSYQL. The MHC is HLA-B15:42 with pseudo-sequence HLA-B15:42. The binding affinity (normalized) is 0.213. (2) The binding affinity (normalized) is 0.377. The peptide sequence is QLMWALGENMA. The MHC is HLA-A02:01 with pseudo-sequence HLA-A02:01. (3) The peptide sequence is ELDSNLYRI. The MHC is HLA-A68:02 with pseudo-sequence HLA-A68:02. The binding affinity (normalized) is 0.370. (4) The peptide sequence is LTGKTLILL. The MHC is H-2-Db with pseudo-sequence H-2-Db. The binding affinity (normalized) is 0. (5) The peptide sequence is YVIKVSIRV. The MHC is HLA-A26:01 with pseudo-sequence HLA-A26:01. The binding affinity (normalized) is 0.351. (6) The peptide sequence is MPMSMPIPM. The MHC is HLA-A24:03 with pseudo-sequence HLA-A24:03. The binding affinity (normalized) is 0.0847.